Dataset: NCI-60 drug combinations with 297,098 pairs across 59 cell lines. Task: Regression. Given two drug SMILES strings and cell line genomic features, predict the synergy score measuring deviation from expected non-interaction effect. (1) Drug 1: CC1CCC2CC(C(=CC=CC=CC(CC(C(=O)C(C(C(=CC(C(=O)CC(OC(=O)C3CCCCN3C(=O)C(=O)C1(O2)O)C(C)CC4CCC(C(C4)OC)OP(=O)(C)C)C)C)O)OC)C)C)C)OC. Drug 2: CCC1=C2N=C(C=C(N2N=C1)NCC3=C[N+](=CC=C3)[O-])N4CCCCC4CCO. Cell line: SK-OV-3. Synergy scores: CSS=42.0, Synergy_ZIP=5.47, Synergy_Bliss=8.16, Synergy_Loewe=4.84, Synergy_HSA=7.17. (2) Drug 1: CC1C(C(CC(O1)OC2CC(CC3=C2C(=C4C(=C3O)C(=O)C5=C(C4=O)C(=CC=C5)OC)O)(C(=O)CO)O)N)O.Cl. Drug 2: C1CCC(C(C1)N)N.C(=O)(C(=O)[O-])[O-].[Pt+4]. Cell line: MDA-MB-231. Synergy scores: CSS=9.81, Synergy_ZIP=-4.02, Synergy_Bliss=-1.42, Synergy_Loewe=-1.24, Synergy_HSA=0.509. (3) Drug 1: CS(=O)(=O)C1=CC(=C(C=C1)C(=O)NC2=CC(=C(C=C2)Cl)C3=CC=CC=N3)Cl. Drug 2: C1=CC(=C2C(=C1NCCNCCO)C(=O)C3=C(C=CC(=C3C2=O)O)O)NCCNCCO. Synergy scores: CSS=46.4, Synergy_ZIP=6.55, Synergy_Bliss=3.87, Synergy_Loewe=-8.48, Synergy_HSA=4.53. Cell line: HOP-92. (4) Drug 1: C1CCC(CC1)NC(=O)N(CCCl)N=O. Drug 2: CN1C2=C(C=C(C=C2)N(CCCl)CCCl)N=C1CCCC(=O)O.Cl. Cell line: SK-MEL-5. Synergy scores: CSS=11.0, Synergy_ZIP=-1.05, Synergy_Bliss=5.54, Synergy_Loewe=-0.351, Synergy_HSA=0.393. (5) Drug 1: CCC1=C2CN3C(=CC4=C(C3=O)COC(=O)C4(CC)O)C2=NC5=C1C=C(C=C5)O. Drug 2: CN(CCCl)CCCl.Cl. Cell line: NCI-H522. Synergy scores: CSS=35.1, Synergy_ZIP=-5.84, Synergy_Bliss=-4.60, Synergy_Loewe=1.58, Synergy_HSA=4.10. (6) Drug 1: C1=CC(=CC=C1CCCC(=O)O)N(CCCl)CCCl. Drug 2: CCC1(C2=C(COC1=O)C(=O)N3CC4=CC5=C(C=CC(=C5CN(C)C)O)N=C4C3=C2)O.Cl. Cell line: NCI/ADR-RES. Synergy scores: CSS=14.8, Synergy_ZIP=-6.69, Synergy_Bliss=-5.83, Synergy_Loewe=-8.49, Synergy_HSA=-6.08. (7) Drug 1: CS(=O)(=O)C1=CC(=C(C=C1)C(=O)NC2=CC(=C(C=C2)Cl)C3=CC=CC=N3)Cl. Drug 2: C1=NC(=NC(=O)N1C2C(C(C(O2)CO)O)O)N. Cell line: MDA-MB-435. Synergy scores: CSS=-2.36, Synergy_ZIP=5.35, Synergy_Bliss=8.01, Synergy_Loewe=-3.95, Synergy_HSA=-0.0334. (8) Drug 1: CC1C(C(CC(O1)OC2CC(CC3=C2C(=C4C(=C3O)C(=O)C5=C(C4=O)C(=CC=C5)OC)O)(C(=O)C)O)N)O.Cl. Drug 2: C1=NC(=NC(=O)N1C2C(C(C(O2)CO)O)O)N. Cell line: SF-539. Synergy scores: CSS=15.3, Synergy_ZIP=-0.456, Synergy_Bliss=0.395, Synergy_Loewe=-22.4, Synergy_HSA=-0.448. (9) Drug 1: CC(CN1CC(=O)NC(=O)C1)N2CC(=O)NC(=O)C2. Drug 2: C1CC(C1)(C(=O)O)C(=O)O.[NH2-].[NH2-].[Pt+2]. Cell line: NCI-H322M. Synergy scores: CSS=6.93, Synergy_ZIP=-1.99, Synergy_Bliss=1.01, Synergy_Loewe=-0.810, Synergy_HSA=0.584.